From a dataset of Reaction yield outcomes from USPTO patents with 853,638 reactions. Predict the reaction yield, written as a fraction of the theoretical maximum amount of product (1.0 means a 100% yield; for example, 0.34 means a 34% yield). (1) The reactants are [CH3:1][Si:2]([CH3:30])([CH3:29])[CH2:3][CH2:4][O:5][CH2:6][N:7]([CH2:21][O:22][CH2:23][CH2:24][Si:25]([CH3:28])([CH3:27])[CH3:26])[C:8]1[N:13]2[N:14]=[CH:15][CH:16]=[C:12]2[N:11]=[C:10]([C:17](=[N:19]O)[CH3:18])[CH:9]=1.[H][H]. The catalyst is [Pd].CCO.CC(O)=O. The product is [NH2:19][CH:17]([C:10]1[CH:9]=[C:8]([N:7]([CH2:21][O:22][CH2:23][CH2:24][Si:25]([CH3:28])([CH3:27])[CH3:26])[CH2:6][O:5][CH2:4][CH2:3][Si:2]([CH3:29])([CH3:1])[CH3:30])[N:13]2[N:14]=[CH:15][CH:16]=[C:12]2[N:11]=1)[CH3:18]. The yield is 0.950. (2) The reactants are Cl.[NH2:2][C@@H:3]1[C:11]2[C:6](=[C:7]([C:12]3[S:16][C:15]([C:17]4[CH:18]=[CH:19][C:20]([O:25][CH:26]([CH3:28])[CH3:27])=[C:21]([CH:24]=4)[C:22]#[N:23])=[N:14][N:13]=3)[CH:8]=[CH:9][CH:10]=2)[CH2:5][CH2:4]1.Cl[C:30]([O:32][CH3:33])=[O:31]. The catalyst is C(Cl)Cl. The product is [CH3:33][O:32][C:30](=[O:31])[NH:2][C@@H:3]1[C:11]2[C:6](=[C:7]([C:12]3[S:16][C:15]([C:17]4[CH:18]=[CH:19][C:20]([O:25][CH:26]([CH3:28])[CH3:27])=[C:21]([C:22]#[N:23])[CH:24]=4)=[N:14][N:13]=3)[CH:8]=[CH:9][CH:10]=2)[CH2:5][CH2:4]1. The yield is 0.920.